This data is from Full USPTO retrosynthesis dataset with 1.9M reactions from patents (1976-2016). The task is: Predict the reactants needed to synthesize the given product. (1) Given the product [CH3:12][C:13]1[CH:20]=[C:19]([O:21][CH2:22][CH2:23][CH3:24])[CH:18]=[CH:17][C:14]=1[CH2:15][OH:16], predict the reactants needed to synthesize it. The reactants are: CC1C=CC=C(OCCC)C=1.[CH3:12][C:13]1[CH:20]=[C:19]([O:21][CH2:22][CH2:23][CH3:24])[CH:18]=[CH:17][C:14]=1[CH:15]=[O:16].[BH4-].[Na+]. (2) Given the product [CH:4]([C:3]1[CH:6]=[C:7]([N+:10]([O-:12])=[O:11])[CH:8]=[CH:9][C:2]=1[O:25][C:19]1[CH:18]=[C:17]([CH2:16][C:15]([O:14][CH3:13])=[O:26])[CH:22]=[CH:21][C:20]=1[O:23][CH3:24])=[O:5], predict the reactants needed to synthesize it. The reactants are: F[C:2]1[CH:9]=[CH:8][C:7]([N+:10]([O-:12])=[O:11])=[CH:6][C:3]=1[CH:4]=[O:5].[CH3:13][O:14][C:15](=[O:26])[CH2:16][C:17]1[CH:22]=[CH:21][C:20]([O:23][CH3:24])=[C:19]([OH:25])[CH:18]=1.C(=O)([O-])[O-].[K+].[K+].